From a dataset of Catalyst prediction with 721,799 reactions and 888 catalyst types from USPTO. Predict which catalyst facilitates the given reaction. (1) The catalyst class is: 5. Product: [C:1]([N:4]1[C:13]2[C:8](=[CH:9][C:10]([C:14]3[CH:15]=[CH:16][C:17]([C:18]([OH:20])=[O:19])=[CH:22][CH:23]=3)=[CH:11][CH:12]=2)[C@H:7]([NH:24][C:25]2[CH:30]=[CH:29][C:28]([C:31]#[N:32])=[CH:27][N:26]=2)[CH2:6][C@@H:5]1[CH3:33])(=[O:3])[CH3:2]. Reactant: [C:1]([N:4]1[C:13]2[C:8](=[CH:9][C:10]([C:14]3[CH:23]=[CH:22][C:17]([C:18]([O:20]C)=[O:19])=[CH:16][CH:15]=3)=[CH:11][CH:12]=2)[C@H:7]([NH:24][C:25]2[CH:30]=[CH:29][C:28]([C:31]#[N:32])=[CH:27][N:26]=2)[CH2:6][C@@H:5]1[CH3:33])(=[O:3])[CH3:2].[OH-].[Na+].C(O)(=O)C. (2) Reactant: [Br:1][C:2]1[CH:10]=[CH:9][C:5]([C:6](=[S:8])[NH2:7])=[CH:4][CH:3]=1.Br[CH2:12][C:13]([C:15]1[CH:20]=[CH:19][CH:18]=[CH:17][CH:16]=1)=O. Product: [Br:1][C:2]1[CH:10]=[CH:9][C:5]([C:6]2[S:8][CH:12]=[C:13]([C:15]3[CH:20]=[CH:19][CH:18]=[CH:17][CH:16]=3)[N:7]=2)=[CH:4][CH:3]=1. The catalyst class is: 14.